From a dataset of Forward reaction prediction with 1.9M reactions from USPTO patents (1976-2016). Predict the product of the given reaction. Given the reactants [N+:1]([C:4]1[CH:5]=[C:6]([CH:10]=[CH:11][CH:12]=1)[C:7]([OH:9])=O)([O-:3])=[O:2].CN1CCOCC1.ClC(OCC)=O.[O:26]1[CH2:31][CH2:30][CH:29]([NH2:32])[CH2:28][CH2:27]1, predict the reaction product. The product is: [N+:1]([C:4]1[CH:5]=[C:6]([CH:10]=[CH:11][CH:12]=1)[C:7]([NH:32][CH:29]1[CH2:30][CH2:31][O:26][CH2:27][CH2:28]1)=[O:9])([O-:3])=[O:2].